This data is from Forward reaction prediction with 1.9M reactions from USPTO patents (1976-2016). The task is: Predict the product of the given reaction. Given the reactants C[O:2][C:3]([C:5]1[CH:14]=[C:13]([O:15][CH2:16][C:17](=[O:27])[NH:18][C:19]2[CH:24]=[CH:23][CH:22]=[C:21]([O:25][CH3:26])[CH:20]=2)[C:12]2[C:7](=[CH:8][C:9]([Cl:29])=[CH:10][C:11]=2[Cl:28])[CH:6]=1)=[O:4].[Li+].[OH-], predict the reaction product. The product is: [Cl:28][C:11]1[CH:10]=[C:9]([Cl:29])[CH:8]=[C:7]2[C:12]=1[C:13]([O:15][CH2:16][C:17](=[O:27])[NH:18][C:19]1[CH:24]=[CH:23][CH:22]=[C:21]([O:25][CH3:26])[CH:20]=1)=[CH:14][C:5]([C:3]([OH:4])=[O:2])=[CH:6]2.